From a dataset of Catalyst prediction with 721,799 reactions and 888 catalyst types from USPTO. Predict which catalyst facilitates the given reaction. (1) Reactant: [H-].[Na+].[C:3]([CH2:5]P(=O)(OCC)OCC)#[N:4].[Cl:14][C:15]1[C:16]2[CH2:27][CH2:26][C:25](=O)[C:17]=2[C:18]2[C:22]([CH:23]=1)=[N:21][N:20]([CH3:24])[CH:19]=2. Product: [Cl:14][C:15]1[C:16]2[CH2:27][CH2:26][C:25](=[CH:5][C:3]#[N:4])[C:17]=2[C:18]2[C:22]([CH:23]=1)=[N:21][N:20]([CH3:24])[CH:19]=2. The catalyst class is: 685. (2) Reactant: [NH2:1][C:2]1[C:10]([CH3:11])=[C:9]([O:12][CH3:13])[CH:8]=[CH:7][C:3]=1[C:4]([NH2:6])=[O:5].[CH:14]([C:17]1[N:18]=[C:19]([C:22](O)=[O:23])[S:20][CH:21]=1)([CH3:16])[CH3:15].CCN=C=NCCCN(C)C.C(O)(=O)CC(CC(O)=O)(C(O)=O)O. Product: [C:4]([C:3]1[C:2]([NH:1][C:22]([C:19]2[S:20][CH:21]=[C:17]([CH:14]([CH3:16])[CH3:15])[N:18]=2)=[O:23])=[C:10]([CH3:11])[C:9]([O:12][CH3:13])=[CH:8][CH:7]=1)(=[O:5])[NH2:6]. The catalyst class is: 3. (3) Reactant: C([Sn]([CH2:13][CH2:14][CH2:15][CH3:16])([CH2:13][CH2:14][CH2:15][CH3:16])[CH2:13][CH2:14][CH2:15][CH3:16])C=C.N#N.BrC1[CH:39]=[N:38][C:23]2[N:24]([CH2:36][CH3:37])[C:25]3[N:34]=[C:33]([Cl:35])[CH:32]=[CH:31][C:26]=3[N:27]([CH3:30])[C:28](=[O:29])[C:22]=2[CH:21]=1. Product: [Cl:35][C:33]1[CH:32]=[CH:31][C:26]2[N:27]([CH3:30])[C:28](=[O:29])[C:22]3[CH:21]=[C:13]([CH2:14][CH:15]=[CH2:16])[CH:39]=[N:38][C:23]=3[N:24]([CH2:36][CH3:37])[C:25]=2[N:34]=1. The catalyst class is: 128. (4) Reactant: [Cl:1][C:2]1[CH:3]=[CH:4][C:5]([CH:18]=O)=[C:6]([N:8]2[CH2:12][CH2:11][C@@H:10]([NH:13][S:14]([CH3:17])(=[O:16])=[O:15])[CH2:9]2)[CH:7]=1.[N:20]1([C:26]([O:28][C:29]([CH3:32])([CH3:31])[CH3:30])=[O:27])[CH2:25][CH2:24][NH:23][CH2:22][CH2:21]1.ClCCCl.[BH-](OC(C)=O)(OC(C)=O)OC(C)=O.[Na+]. Product: [Cl:1][C:2]1[CH:3]=[CH:4][C:5]([CH2:18][N:23]2[CH2:22][CH2:21][N:20]([C:26]([O:28][C:29]([CH3:32])([CH3:31])[CH3:30])=[O:27])[CH2:25][CH2:24]2)=[C:6]([N:8]2[CH2:12][CH2:11][C@@H:10]([NH:13][S:14]([CH3:17])(=[O:15])=[O:16])[CH2:9]2)[CH:7]=1. The catalyst class is: 6. (5) Reactant: [Br:1][C:2]1[CH:3]=[C:4]([CH:8]=[CH:9][CH:10]=1)[C:5](Cl)=[O:6].[CH:11]([NH2:14])([CH3:13])[CH3:12]. Product: [Br:1][C:2]1[CH:3]=[C:4]([CH:8]=[CH:9][CH:10]=1)[C:5]([NH:14][CH:11]([CH3:13])[CH3:12])=[O:6]. The catalyst class is: 2. (6) Reactant: [Cl:1][C:2]1[CH:3]=[C:4]([C:12]2[O:16][N:15]=[C:14]([C:17]3[CH:18]=[C:19]4[C:23](=[CH:24][CH:25]=3)[N:22]([CH2:26][CH2:27][C:28]([O:30]CC)=[O:29])[N:21]=[CH:20]4)[N:13]=2)[CH:5]=[CH:6][C:7]=1[O:8][CH:9]([CH3:11])[CH3:10].[OH-].[Na+]. Product: [Cl:1][C:2]1[CH:3]=[C:4]([C:12]2[O:16][N:15]=[C:14]([C:17]3[CH:18]=[C:19]4[C:23](=[CH:24][CH:25]=3)[N:22]([CH2:26][CH2:27][C:28]([OH:30])=[O:29])[N:21]=[CH:20]4)[N:13]=2)[CH:5]=[CH:6][C:7]=1[O:8][CH:9]([CH3:11])[CH3:10]. The catalyst class is: 5. (7) Reactant: BrC1C=CC=CC=1C(F)(F)F.CCCCCC.C([Li])CCC.Br[C:24]1[CH:25]=[C:26]2[C:31](=[CH:32][CH:33]=1)[CH:30]=[C:29]([C:34]([NH:36][CH3:37])=[O:35])[CH:28]=[CH:27]2.[C:38]([N:57]1[CH:61]=[C:60]([CH:62]=[O:63])[N:59]=[CH:58]1)([C:51]1[CH:56]=[CH:55][CH:54]=[CH:53][CH:52]=1)([C:45]1[CH:50]=[CH:49][CH:48]=[CH:47][CH:46]=1)[C:39]1[CH:44]=[CH:43][CH:42]=[CH:41][CH:40]=1.[Cl-].[NH4+]. Product: [OH:63][CH:62]([C:60]1[N:59]=[CH:58][N:57]([C:38]([C:39]2[CH:44]=[CH:43][CH:42]=[CH:41][CH:40]=2)([C:45]2[CH:46]=[CH:47][CH:48]=[CH:49][CH:50]=2)[C:51]2[CH:56]=[CH:55][CH:54]=[CH:53][CH:52]=2)[CH:61]=1)[C:24]1[CH:25]=[C:26]2[C:31](=[CH:32][CH:33]=1)[CH:30]=[C:29]([C:34]([NH:36][CH3:37])=[O:35])[CH:28]=[CH:27]2. The catalyst class is: 1.